This data is from Catalyst prediction with 721,799 reactions and 888 catalyst types from USPTO. The task is: Predict which catalyst facilitates the given reaction. (1) Reactant: [CH3:1][C:2]1[O:6][N:5]=[C:4]([C:7]2[CH:12]=[CH:11][CH:10]=[CH:9][C:8]=2[C:13]([F:16])([F:15])[F:14])[C:3]=1[C:17]([OH:19])=O.Cl.C(N=C=NCCCN(C)C)C.[F:32][C:33]([F:47])([F:46])[C:34]1[CH:35]=[C:36]([N:40]2[CH2:45][CH2:44][NH:43][CH2:42][CH2:41]2)[CH:37]=[CH:38][CH:39]=1. Product: [CH3:1][C:2]1[O:6][N:5]=[C:4]([C:7]2[CH:12]=[CH:11][CH:10]=[CH:9][C:8]=2[C:13]([F:14])([F:15])[F:16])[C:3]=1[C:17]([N:43]1[CH2:42][CH2:41][N:40]([C:36]2[CH:37]=[CH:38][CH:39]=[C:34]([C:33]([F:46])([F:47])[F:32])[CH:35]=2)[CH2:45][CH2:44]1)=[O:19]. The catalyst class is: 4. (2) Reactant: [CH2:1]([N:8]1[CH:12]=[CH:11][N:10]=[C:9]1[CH:13]1[CH:22]([C:23]2[CH:28]=[CH:27][C:26]([F:29])=[CH:25][CH:24]=2)[C:21](=O)[C:20]2[C:19]([C:31]([O:33]CC)=O)=[CH:18][CH:17]=[CH:16][C:15]=2[NH:14]1)[C:2]1[CH:7]=[CH:6][CH:5]=[CH:4][CH:3]=1.O.[NH2:37][NH2:38]. Product: [CH2:1]([N:8]1[CH:12]=[CH:11][N:10]=[C:9]1[CH:13]1[NH:14][C:15]2[C:20]3[C:21](=[N:37][NH:38][C:31](=[O:33])[C:19]=3[CH:18]=[CH:17][CH:16]=2)[CH:22]1[C:23]1[CH:24]=[CH:25][C:26]([F:29])=[CH:27][CH:28]=1)[C:2]1[CH:7]=[CH:6][CH:5]=[CH:4][CH:3]=1. The catalyst class is: 5. (3) Reactant: [Cl:1][C:2]1[N:3]([C:11]2[CH:16]=[CH:15][C:14]([O:17][CH2:18][CH2:19]Cl)=[CH:13][CH:12]=2)[N:4]=[C:5]2[C:10]=1[CH:9]=[CH:8][CH:7]=[CH:6]2.[CH3:21][NH2:22]. Product: [ClH:1].[Cl:1][C:2]1[N:3]([C:11]2[CH:16]=[CH:15][C:14]([O:17][CH2:18][CH2:19][NH:22][CH3:21])=[CH:13][CH:12]=2)[N:4]=[C:5]2[C:10]=1[CH:9]=[CH:8][CH:7]=[CH:6]2. The catalyst class is: 10.